Dataset: Full USPTO retrosynthesis dataset with 1.9M reactions from patents (1976-2016). Task: Predict the reactants needed to synthesize the given product. The reactants are: [Br:1][C:2]1[C:3]([C:9]#[N:10])=[N:4][CH:5]=[C:6](Br)[CH:7]=1.[Cl-].[Cl:12][C:13]1[CH:20]=[CH:19][CH:18]=[C:17]([Cl:21])[C:14]=1[CH2:15][Zn+]. Given the product [Br:1][C:2]1[C:3]([C:9]#[N:10])=[N:4][CH:5]=[C:6]([CH2:15][C:14]2[C:13]([Cl:12])=[CH:20][CH:19]=[CH:18][C:17]=2[Cl:21])[CH:7]=1, predict the reactants needed to synthesize it.